From a dataset of Forward reaction prediction with 1.9M reactions from USPTO patents (1976-2016). Predict the product of the given reaction. (1) Given the reactants [NH2:1][C:2]1[N:7]=[CH:6][C:5]([C:8]2[CH:9]=[C:10]([NH2:19])[C:11]([NH:14][C:15]([CH3:18])([CH3:17])[CH3:16])=[CH:12][CH:13]=2)=[CH:4][N:3]=1.[CH:20]([C:23]1[N:27]=[C:26]([C:28]2[CH:35]=[CH:34][CH:33]=[CH:32][C:29]=2[CH:30]=O)[O:25][N:24]=1)([CH3:22])[CH3:21].OOS([O-])=O.[K+], predict the reaction product. The product is: [C:15]([N:14]1[C:11]2[CH:12]=[CH:13][C:8]([C:5]3[CH:4]=[N:3][C:2]([NH2:1])=[N:7][CH:6]=3)=[CH:9][C:10]=2[N:19]=[C:30]1[C:29]1[CH:32]=[CH:33][CH:34]=[CH:35][C:28]=1[C:26]1[O:25][N:24]=[C:23]([CH:20]([CH3:22])[CH3:21])[N:27]=1)([CH3:16])([CH3:18])[CH3:17]. (2) Given the reactants Cl[C:2]1[C:11]2[C:6](=[CH:7][CH:8]=[CH:9][CH:10]=2)[N:5]=[C:4]([CH3:12])[N:3]=1.[CH2:13]([C:15]1[CH:20]=[CH:19][C:18]([NH2:21])=[CH:17][CH:16]=1)[CH3:14], predict the reaction product. The product is: [CH2:13]([C:15]1[CH:20]=[CH:19][C:18]([NH:21][C:2]2[C:11]3[C:6](=[CH:7][CH:8]=[CH:9][CH:10]=3)[N:5]=[C:4]([CH3:12])[N:3]=2)=[CH:17][CH:16]=1)[CH3:14]. (3) Given the reactants C([Mg]Br)C.[CH3:5][S:6][C:7]1[CH:12]=[CH:11][C:10]([OH:13])=[CH:9][CH:8]=1.CN(C)P(N(C)C)(N(C)C)=O.[CH2:25]=[O:26], predict the reaction product. The product is: [CH3:5][S:6][C:7]1[CH:12]=[C:11]([CH:25]=[O:26])[C:10]([OH:13])=[CH:9][CH:8]=1. (4) Given the reactants Br[C:2]1[CH:3]=[C:4]([CH:22]=[CH:23][CH:24]=1)[CH2:5][N:6]1[C:15](=[O:16])[C:14]2[C:9](=[CH:10][CH:11]=[C:12]([C:17]([O:19][CH2:20][CH3:21])=[O:18])[CH:13]=2)[N:8]=[CH:7]1.[N:25]1[CH:30]=[CH:29][C:28](B(O)O)=[CH:27][CH:26]=1.O1CCOCC1.C(=O)([O-])[O-].[Na+].[Na+], predict the reaction product. The product is: [O:16]=[C:15]1[C:14]2[C:9](=[CH:10][CH:11]=[C:12]([C:17]([O:19][CH2:20][CH3:21])=[O:18])[CH:13]=2)[N:8]=[CH:7][N:6]1[CH2:5][C:4]1[CH:22]=[CH:23][CH:24]=[C:2]([C:28]2[CH:29]=[CH:30][N:25]=[CH:26][CH:27]=2)[CH:3]=1. (5) The product is: [Cl:9][CH2:10][C:11]([N:1]1[CH2:8][CH2:7][CH2:6][C@H:2]1[C:3]#[N:5])=[O:12]. Given the reactants [NH:1]1[CH2:8][CH2:7][CH2:6][C@H:2]1[C:3]([NH2:5])=O.[Cl:9][CH2:10][C:11](Cl)=[O:12], predict the reaction product. (6) Given the reactants [CH2:1]([O:3][C:4](=[O:24])[C:5]1[CH:10]=[CH:9][CH:8]=[C:7]([N:11]2[C:15]([CH3:16])=[CH:14][CH:13]=[C:12]2[C:17]2[CH:22]=[CH:21][CH:20]=[CH:19][C:18]=2[OH:23])[CH:6]=1)[CH3:2].C([O-])([O-])=O.[K+].[K+].[F:31][C:32]1[CH:39]=[C:38]([F:40])[CH:37]=[CH:36][C:33]=1[CH2:34]Br, predict the reaction product. The product is: [CH2:1]([O:3][C:4](=[O:24])[C:5]1[CH:10]=[CH:9][CH:8]=[C:7]([N:11]2[C:15]([CH3:16])=[CH:14][CH:13]=[C:12]2[C:17]2[CH:22]=[CH:21][CH:20]=[CH:19][C:18]=2[O:23][CH2:34][C:33]2[CH:36]=[CH:37][C:38]([F:40])=[CH:39][C:32]=2[F:31])[CH:6]=1)[CH3:2].